This data is from Forward reaction prediction with 1.9M reactions from USPTO patents (1976-2016). The task is: Predict the product of the given reaction. Given the reactants [C:1](#[N:3])C.[CH3:4][C:5]([O-])([CH2:7][CH3:8])[CH3:6].[K+].C(OCC)(=O)C(C)C.Cl.[C:20]1([CH3:28])[CH:25]=[CH:24][C:23]([NH:26][NH2:27])=[CH:22][CH:21]=1.Cl, predict the reaction product. The product is: [CH:5]([C:7]1[CH:8]=[C:1]([NH2:3])[N:26]([C:23]2[CH:24]=[CH:25][C:20]([CH3:28])=[CH:21][CH:22]=2)[N:27]=1)([CH3:6])[CH3:4].